Predict the reaction yield, written as a fraction of the theoretical maximum amount of product (1.0 means a 100% yield; for example, 0.34 means a 34% yield). From a dataset of Reaction yield outcomes from USPTO patents with 853,638 reactions. The reactants are [Br:1][C:2]1[CH:3]=[C:4]([NH2:9])[C:5]([NH2:8])=N[CH:7]=1.O.[C:11]([OH:15])(=O)[CH:12]=O.[BH4-].[Na+].[CH3:18]O. The catalyst is O. The product is [Br:1][C:2]1[CH:3]=[C:4]2[C:5](=[CH:18][CH:7]=1)[NH:8][C:11](=[O:15])[CH2:12][NH:9]2. The yield is 0.820.